Dataset: Reaction yield outcomes from USPTO patents with 853,638 reactions. Task: Predict the reaction yield, written as a fraction of the theoretical maximum amount of product (1.0 means a 100% yield; for example, 0.34 means a 34% yield). (1) The reactants are C([O-])([O-])=O.[K+].[K+].[CH3:7][O:8][C:9](=[O:35])/[CH:10]=[CH:11]/[C:12]1[CH:17]=[CH:16][C:15]([C:18]2[CH:23]=[CH:22][C:21]([OH:24])=[C:20]([C:25]34[CH2:34][CH:29]5[CH2:30][CH:31]([CH2:33][CH:27]([CH2:28]5)[CH2:26]3)[CH2:32]4)[CH:19]=2)=[CH:14][CH:13]=1.Cl.Cl[CH2:38][CH2:39][N:40]1[CH2:45][CH2:44][O:43][CH2:42][CH2:41]1. The catalyst is CN(C=O)C. The product is [CH3:7][O:8][C:9](=[O:35])/[CH:10]=[CH:11]/[C:12]1[CH:13]=[CH:14][C:15]([C:18]2[CH:23]=[CH:22][C:21]([O:24][CH2:38][CH2:39][N:40]3[CH2:45][CH2:44][O:43][CH2:42][CH2:41]3)=[C:20]([C:25]34[CH2:34][CH:29]5[CH2:30][CH:31]([CH2:33][CH:27]([CH2:28]5)[CH2:26]3)[CH2:32]4)[CH:19]=2)=[CH:16][CH:17]=1. The yield is 0.600. (2) The reactants are C1N=CN(C(N2C=NC=C2)=O)C=1.[C:13]([NH:20][CH2:21][C:22]([OH:24])=O)([O:15][C:16]([CH3:19])([CH3:18])[CH3:17])=[O:14].[C:25]1([CH:31]2[NH:36][CH2:35][CH2:34][N:33]3[CH:37]=[CH:38][CH:39]=[C:32]23)[CH:30]=[CH:29][CH:28]=[CH:27][CH:26]=1.[N-]1C=CN=C1.C(NCC(O)=O)(OC(C)(C)C)=O. The catalyst is ClCCCl. The product is [O:24]=[C:22]([N:36]1[CH2:35][CH2:34][N:33]2[CH:37]=[CH:38][CH:39]=[C:32]2[CH:31]1[C:25]1[CH:26]=[CH:27][CH:28]=[CH:29][CH:30]=1)[CH2:21][NH:20][C:13](=[O:14])[O:15][C:16]([CH3:17])([CH3:18])[CH3:19]. The yield is 0.610. (3) The reactants are [F:1][CH2:2][C:3]([C:7]1[CH:11]=[C:10]([NH2:12])[N:9]([C:13]2[CH:18]=[CH:17][CH:16]=[CH:15][CH:14]=2)[N:8]=1)([CH3:6])[CH2:4][F:5].C([O-])([O-])=O.[K+].[K+].Cl[C:26]([O:28][C:29]1[CH:34]=[CH:33][CH:32]=[CH:31][CH:30]=1)=[O:27]. The catalyst is C1COCC1. The product is [F:5][CH2:4][C:3]([C:7]1[CH:11]=[C:10]([NH:12][C:26](=[O:27])[O:28][C:29]2[CH:34]=[CH:33][CH:32]=[CH:31][CH:30]=2)[N:9]([C:13]2[CH:18]=[CH:17][CH:16]=[CH:15][CH:14]=2)[N:8]=1)([CH3:6])[CH2:2][F:1]. The yield is 1.00. (4) The reactants are Cl[C:2]1[CH:3]=[CH:4][C:5]([N+:9]([O-:11])=[O:10])=[C:6]([CH:8]=1)[NH2:7].[C:12]([O:16][C:17]([N:19]1[CH2:24][CH2:23][NH:22][CH2:21][CH2:20]1)=[O:18])([CH3:15])([CH3:14])[CH3:13].C(=O)([O-])[O-].[K+].[K+].O. The catalyst is CN(C)C(=O)C. The product is [C:12]([O:16][C:17]([N:19]1[CH2:24][CH2:23][N:22]([C:2]2[CH:3]=[CH:4][C:5]([N+:9]([O-:11])=[O:10])=[C:6]([NH2:7])[CH:8]=2)[CH2:21][CH2:20]1)=[O:18])([CH3:15])([CH3:13])[CH3:14]. The yield is 0.857.